Dataset: Full USPTO retrosynthesis dataset with 1.9M reactions from patents (1976-2016). Task: Predict the reactants needed to synthesize the given product. (1) Given the product [CH3:26][O:27][C:28]1[CH:34]=[C:33]([O:35][CH3:36])[CH:32]=[CH:31][C:29]=1[NH:30][C:2]1[C:11]2=[N:12][NH:13][CH:14]=[C:10]2[C:9]2[CH:8]=[C:7]([O:24][CH3:25])[CH:6]=[CH:5][C:4]=2[N:3]=1, predict the reactants needed to synthesize it. The reactants are: Cl[C:2]1[C:11]2=[N:12][N:13](CC3C=CC(OC)=CC=3)[CH:14]=[C:10]2[C:9]2[CH:8]=[C:7]([O:24][CH3:25])[CH:6]=[CH:5][C:4]=2[N:3]=1.[CH3:26][O:27][C:28]1[CH:34]=[C:33]([O:35][CH3:36])[CH:32]=[CH:31][C:29]=1[NH2:30].Cl. (2) Given the product [Cl:8][C:9]1[C:10]([C:24]([NH2:26])=[O:25])=[C:11]2[CH2:16][N:15]([C:43](=[S:44])[NH:42][C:39]3[CH:38]=[CH:37][C:36]([O:35][CH3:34])=[CH:41][CH:40]=3)[CH2:14][CH2:13][N:12]2[C:17]=1[C:18]1[CH:23]=[CH:22][CH:21]=[CH:20][CH:19]=1, predict the reactants needed to synthesize it. The reactants are: FC(F)(F)C(O)=O.[Cl:8][C:9]1[C:10]([C:24]([NH2:26])=[O:25])=[C:11]2[CH2:16][NH:15][CH2:14][CH2:13][N:12]2[C:17]=1[C:18]1[CH:23]=[CH:22][CH:21]=[CH:20][CH:19]=1.C(N(CC)CC)C.[CH3:34][O:35][C:36]1[CH:41]=[CH:40][C:39]([N:42]=[C:43]=[S:44])=[CH:38][CH:37]=1.